Dataset: Catalyst prediction with 721,799 reactions and 888 catalyst types from USPTO. Task: Predict which catalyst facilitates the given reaction. (1) The catalyst class is: 92. Reactant: C1(C)C=CC=CC=1.[H-].C([Al+]CC(C)C)C(C)C.C([O:20][C:21]([C:23]1[CH:28]=[CH:27][C:26]([O:29][CH:30]([F:32])[F:31])=[CH:25][N:24]=1)=O)C.[BH4-].[Na+].O.O.O.O.O.O.O.O.O.O.S([O-])([O-])(=O)=O.[Na+].[Na+]. Product: [F:32][CH:30]([F:31])[O:29][C:26]1[CH:27]=[CH:28][C:23]([CH2:21][OH:20])=[N:24][CH:25]=1. (2) Reactant: [CH3:1][O:2][C:3](=[O:12])[C:4]1[CH:9]=[C:8]([Cl:10])[CH:7]=[N:6][C:5]=1Cl.[CH3:13][O:14][C:15]1[CH:22]=[CH:21][C:18]([CH2:19][NH2:20])=[CH:17][CH:16]=1. Product: [CH3:1][O:2][C:3](=[O:12])[C:4]1[CH:9]=[C:8]([Cl:10])[CH:7]=[N:6][C:5]=1[NH:20][CH2:19][C:18]1[CH:21]=[CH:22][C:15]([O:14][CH3:13])=[CH:16][CH:17]=1. The catalyst class is: 5. (3) Reactant: [S:1]([C:9]1[CH:15]=[CH:14][C:12]([CH3:13])=[CH:11][CH:10]=1)([O:4][CH:5]=[C:6]([F:8])[F:7])(=[O:3])=[O:2].[S:16]([O-:19])([OH:18])=[O:17].[Na+:20].C(OOC(=O)C1C=CC=CC=1)(=O)C1C=CC=CC=1. Product: [F:8][C:6]([F:7])([S:16]([O-:19])(=[O:18])=[O:17])[CH2:5][O:4][S:1]([C:9]1[CH:15]=[CH:14][C:12]([CH3:13])=[CH:11][CH:10]=1)(=[O:3])=[O:2].[Na+:20]. The catalyst class is: 72. (4) Reactant: F[C:2]1[CH:3]=[CH:4][C:5]([C:8]([C:10]2[CH:11]=[N:12][CH:13]=[N:14][CH:15]=2)=[O:9])=[N:6][CH:7]=1.[F:16][C:17]([F:26])([F:25])[C:18]1[CH:23]=[CH:22][C:21]([OH:24])=[CH:20][CH:19]=1.C([O-])([O-])=O.[Cs+].[Cs+]. Product: [N:12]1[CH:11]=[C:10]([C:8]([C:5]2[CH:4]=[CH:3][C:2]([O:24][C:21]3[CH:22]=[CH:23][C:18]([C:17]([F:16])([F:25])[F:26])=[CH:19][CH:20]=3)=[CH:7][N:6]=2)=[O:9])[CH:15]=[N:14][CH:13]=1. The catalyst class is: 3.